From a dataset of Full USPTO retrosynthesis dataset with 1.9M reactions from patents (1976-2016). Predict the reactants needed to synthesize the given product. (1) Given the product [Br:15][CH2:13][C:6]1[C:7]2[O:12][CH2:11][CH2:10][O:9][C:8]=2[C:3]([O:2][CH3:1])=[CH:4][CH:5]=1, predict the reactants needed to synthesize it. The reactants are: [CH3:1][O:2][C:3]1[C:8]2[O:9][CH2:10][CH2:11][O:12][C:7]=2[C:6]([CH:13]=O)=[CH:5][CH:4]=1.[Br-:15].[Li+].C[Si](Cl)(C)C.C[SiH](C)O[SiH](C)C. (2) Given the product [NH:48]1[CH2:47][CH:46]([NH:45][C:44]([NH:43][C:40]2[CH:41]=[CH:42][C:37]([O:36][C:33]3[CH:32]=[CH:31][N:30]=[C:29]4[CH:28]=[C:27]([C:24]5[CH:23]=[CH:22][C:21]([CH2:20][NH:15][CH2:16][CH2:17][O:18][CH3:19])=[CH:26][N:25]=5)[S:35][C:34]=34)=[C:38]([F:58])[CH:39]=2)=[O:57])[CH2:49]1, predict the reactants needed to synthesize it. The reactants are: C(O)(C(F)(F)F)=O.C(OC([N:15]([CH2:20][C:21]1[CH:22]=[CH:23][C:24]([C:27]2[S:35][C:34]3[C:29](=[N:30][CH:31]=[CH:32][C:33]=3[O:36][C:37]3[CH:42]=[CH:41][C:40]([NH:43][C:44](=[O:57])[NH:45][CH:46]4[CH2:49][N:48](C(OC(C)(C)C)=O)[CH2:47]4)=[CH:39][C:38]=3[F:58])[CH:28]=2)=[N:25][CH:26]=1)[CH2:16][CH2:17][O:18][CH3:19])=O)(C)(C)C. (3) The reactants are: [H-].[H-].[H-].[H-].[Li+].[Al+3].[OH:7][C@H:8]1[CH2:25][CH2:24][C@@:23]2([CH3:26])[C@:10]3([O:28][C@H:11]3[CH2:12][C@@H:13]3[C@@H:22]2[CH2:21][CH2:20][C@@:18]2([CH3:19])[C@H:14]3[CH2:15][CH2:16][C:17]2=[O:27])[CH2:9]1. Given the product [CH3:19][C@:18]12[CH2:20][CH2:21][C@H:22]3[C@@H:13]([CH2:12][CH2:11][C@:10]4([OH:28])[C@:23]3([CH3:26])[CH2:24][CH2:25][C@H:8]([OH:7])[CH2:9]4)[C@@H:14]1[CH2:15][CH2:16][C@@H:17]2[OH:27], predict the reactants needed to synthesize it. (4) Given the product [CH2:2]([O:9][C:10]1[CH:11]=[CH:12][C:13]([CH2:16][CH2:17][NH:18][C:36]([C:32]2[C:33]([Cl:35])=[N:34][C:29]([Cl:28])=[N:30][CH:31]=2)=[O:37])=[CH:14][CH:15]=1)[C:3]1[CH:4]=[CH:5][CH:6]=[CH:7][CH:8]=1, predict the reactants needed to synthesize it. The reactants are: Cl.[CH2:2]([O:9][C:10]1[CH:15]=[CH:14][C:13]([CH2:16][CH2:17][NH2:18])=[CH:12][CH:11]=1)[C:3]1[CH:8]=[CH:7][CH:6]=[CH:5][CH:4]=1.C(N(C(C)C)CC)(C)C.[Cl:28][C:29]1[N:34]=[C:33]([Cl:35])[C:32]([C:36](Cl)=[O:37])=[CH:31][N:30]=1. (5) Given the product [CH3:15][C:12]1[N:11]=[CH:10][C:9]([CH2:8][NH:7][C:5]([C:4]2[CH:3]=[C:2]([C:29]3[CH:30]=[CH:31][CH:32]=[CH:33][C:28]=3[O:27][CH3:26])[CH:18]=[C:17]([C:19]3[CH:24]=[CH:23][C:22]([CH3:25])=[CH:21][N:20]=3)[CH:16]=2)=[O:6])=[CH:14][CH:13]=1, predict the reactants needed to synthesize it. The reactants are: Br[C:2]1[CH:3]=[C:4]([CH:16]=[C:17]([C:19]2[CH:24]=[CH:23][C:22]([CH3:25])=[CH:21][N:20]=2)[CH:18]=1)[C:5]([NH:7][CH2:8][C:9]1[CH:10]=[N:11][C:12]([CH3:15])=[CH:13][CH:14]=1)=[O:6].[CH3:26][O:27][C:28]1[CH:33]=[CH:32][CH:31]=[CH:30][C:29]=1B(O)O.C(=O)([O-])[O-].[Cs+].[Cs+].O.CN(C)C=O. (6) Given the product [F:1][C:2]1[CH:3]=[C:4]2[C:5](=[CH:7][CH:8]=1)[N:6]=[N:16][CH:10]=[C:9]2[OH:20], predict the reactants needed to synthesize it. The reactants are: [F:1][C:2]1[CH:8]=[CH:7][C:5]([NH2:6])=[C:4]([C:9]#[C:10][Si](C)(C)C)[CH:3]=1.Cl.[N:16]([O-])=O.[Na+].[OH2:20].